From a dataset of Forward reaction prediction with 1.9M reactions from USPTO patents (1976-2016). Predict the product of the given reaction. (1) Given the reactants [N:1]1[CH:6]=[CH:5][CH:4]=[CH:3][C:2]=1[C:7]1[CH:8]=[C:9]([C:13]2[C:14](=[O:23])[NH:15][C:16]3([CH2:22][CH2:21][CH2:20][CH2:19][CH2:18]3)[N:17]=2)[CH:10]=[CH:11][CH:12]=1.[H-].[Na+].Br[CH2:27][C:28]([NH:30][C:31]1[CH:36]=[CH:35][CH:34]=[C:33]([C:37]([F:40])([F:39])[F:38])[CH:32]=1)=[O:29].CO, predict the reaction product. The product is: [O:23]=[C:14]1[C:13]([C:9]2[CH:10]=[CH:11][CH:12]=[C:7]([C:2]3[CH:3]=[CH:4][CH:5]=[CH:6][N:1]=3)[CH:8]=2)=[N:17][C:16]2([CH2:22][CH2:21][CH2:20][CH2:19][CH2:18]2)[N:15]1[CH2:27][C:28]([NH:30][C:31]1[CH:36]=[CH:35][CH:34]=[C:33]([C:37]([F:38])([F:39])[F:40])[CH:32]=1)=[O:29]. (2) Given the reactants [Cl:1][C:2]1[CH:7]=[CH:6][C:5]([S:8]([C:11]23[CH2:26][CH2:25][CH:24]([OH:27])[CH2:23][CH:12]2[CH2:13][O:14][C:15]2[C:20]3=[C:19]([F:21])[CH:18]=[CH:17][C:16]=2[F:22])(=[O:10])=[O:9])=[CH:4][CH:3]=1.[C:28](Cl)([Cl:30])=[O:29].N1C=CC=CC=1, predict the reaction product. The product is: [Cl:30][C:28]([O:27][CH:24]1[CH2:23][CH:12]2[CH2:13][O:14][C:15]3[C:20]([C:11]2([S:8]([C:5]2[CH:4]=[CH:3][C:2]([Cl:1])=[CH:7][CH:6]=2)(=[O:10])=[O:9])[CH2:26][CH2:25]1)=[C:19]([F:21])[CH:18]=[CH:17][C:16]=3[F:22])=[O:29]. (3) Given the reactants [CH3:1][O:2][N:3]=C1C2C=CN=NC=2OC1.[F:13][C:14]([F:26])([F:25])[C:15]1[CH:20]=[CH:19][N:18]=[C:17]2[O:21][CH2:22][C:23](=O)[C:16]=12, predict the reaction product. The product is: [CH3:1][O:2][N:3]=[C:23]1[C:16]2[C:17](=[N:18][CH:19]=[CH:20][C:15]=2[C:14]([F:26])([F:25])[F:13])[O:21][CH2:22]1. (4) Given the reactants [C:1]([O:5][C:6]([N:8]1[C@H:12]([CH:13]([F:16])[CH:14]=[CH2:15])[CH2:11][O:10][C:9]1([CH3:18])[CH3:17])=[O:7])([CH3:4])([CH3:3])[CH3:2].[CH2:19]=[CH:20][CH2:21][CH2:22][CH2:23][CH2:24][CH2:25][CH2:26][CH2:27][CH2:28][CH2:29][CH2:30][CH2:31]CC.CCOCC.CCCCCC, predict the reaction product. The product is: [C:1]([O:5][C:6]([N:8]1[C@H:12]([CH:13]([F:16])[CH:14]=[CH:15][CH2:31][CH2:30][CH2:29][CH2:28][CH2:27][CH2:26][CH2:25][CH2:24][CH2:23][CH2:22][CH2:21][CH2:20][CH3:19])[CH2:11][O:10][C:9]1([CH3:18])[CH3:17])=[O:7])([CH3:4])([CH3:3])[CH3:2]. (5) Given the reactants [CH3:1][C:2]1[CH:3]=[C:4]([NH:15][C:16]2[C:17]([NH:22][C:23]3[CH:28]=[CH:27][CH:26]=[CH:25][CH:24]=3)=[N:18][CH:19]=[CH:20][N:21]=2)[CH:5]=[C:6]([CH3:14])[C:7]=1[C:8]1[CH:13]=[CH:12][N:11]=[CH:10][CH:9]=1.[ClH:29].[Cl:30]CCl.CO, predict the reaction product. The product is: [Cl-:30].[Cl-:29].[CH3:14][C:6]1[CH:5]=[C:4]([NH2+:15][C:16]2[C:17]([NH2+:22][C:23]3[CH:28]=[CH:27][CH:26]=[CH:25][CH:24]=3)=[N:18][CH:19]=[CH:20][N:21]=2)[CH:3]=[C:2]([CH3:1])[C:7]=1[C:8]1[CH:9]=[CH:10][N:11]=[CH:12][CH:13]=1. (6) The product is: [CH3:9][O:8][C:7]1[N:6]=[C:5]([NH2:10])[CH:4]=[CH:3][C:2]=1[C:12]([CH3:16])=[CH2:11]. Given the reactants Br[C:2]1[CH:3]=[CH:4][C:5]([NH2:10])=[N:6][C:7]=1[O:8][CH3:9].[CH3:11][C:12]1(C)[C:16](C)(C)OB(C(C)=C)O1.P([O-])([O-])([O-])=O.[K+].[K+].[K+].O, predict the reaction product.